Dataset: Acute oral toxicity (LD50) regression data from Zhu et al.. Task: Regression/Classification. Given a drug SMILES string, predict its toxicity properties. Task type varies by dataset: regression for continuous values (e.g., LD50, hERG inhibition percentage) or binary classification for toxic/non-toxic outcomes (e.g., AMES mutagenicity, cardiotoxicity, hepatotoxicity). Dataset: ld50_zhu. (1) The drug is C=CCCl. The rat oral LD50 is 2.04, given as -log10 of the dose in mol/kg body weight (higher means more acutely toxic). (2) The compound is CC(C)c1ccccc1C(C)C. The rat oral LD50 is 1.46, given as -log10 of the dose in mol/kg body weight (higher means more acutely toxic). (3) The compound is CCOC(C1=NCC(C)N1)c1ccccc1. The rat oral LD50 is 2.34, given as -log10 of the dose in mol/kg body weight (higher means more acutely toxic). (4) The molecule is O=C1C=CC(=O)N1c1cccc(N2C(=O)C=CC2=O)c1. The rat oral LD50 is 2.29, given as -log10 of the dose in mol/kg body weight (higher means more acutely toxic). (5) The compound is Nc1nc2ccccc2o1. The rat oral LD50 is 2.35, given as -log10 of the dose in mol/kg body weight (higher means more acutely toxic). (6) The molecule is CN(C)C=Nc1c(I)cc(I)c(CCC(=O)O)c1I. The rat oral LD50 is 2.76, given as -log10 of the dose in mol/kg body weight (higher means more acutely toxic). (7) The molecule is CNN. The rat oral LD50 is 3.16, given as -log10 of the dose in mol/kg body weight (higher means more acutely toxic). (8) The drug is CCCN(CCC)C(=O)C(CCC(=O)O)NC(=O)c1ccccc1. The rat oral LD50 is 1.22, given as -log10 of the dose in mol/kg body weight (higher means more acutely toxic).